From a dataset of Catalyst prediction with 721,799 reactions and 888 catalyst types from USPTO. Predict which catalyst facilitates the given reaction. Reactant: [Cl:1][C:2]1[CH:3]=[C:4]([CH:9]([C:26]2([OH:32])[CH2:31][CH2:30][CH2:29][CH2:28][CH2:27]2)[C:10]([N:12]2[CH2:17][CH2:16][CH:15]([NH:18][C:19](=[O:25])[O:20]CCCC)[CH2:14][CH2:13]2)=O)[CH:5]=[CH:6][C:7]=1[Cl:8].B. Product: [Cl:1][C:2]1[CH:3]=[C:4]([CH:9]([C:26]2([OH:32])[CH2:31][CH2:30][CH2:29][CH2:28][CH2:27]2)[CH2:10][N:12]2[CH2:17][CH2:16][CH:15]([NH:18][C:19](=[O:25])[O:20][C:4]([CH3:9])([CH3:5])[CH3:3])[CH2:14][CH2:13]2)[CH:5]=[CH:6][C:7]=1[Cl:8]. The catalyst class is: 7.